This data is from Forward reaction prediction with 1.9M reactions from USPTO patents (1976-2016). The task is: Predict the product of the given reaction. (1) Given the reactants [CH2:1]([O:8][C:9]1[CH:14]=[CH:13][C:12]([CH2:15][CH2:16][NH:17][C:18](=[O:30])[CH2:19][C:20]2[CH:29]=[CH:28][C:27]3[CH2:26][CH2:25][CH2:24][CH2:23][C:22]=3[CH:21]=2)=[CH:11][C:10]=1[O:31][CH3:32])[C:2]1[CH:7]=[CH:6][CH:5]=[CH:4][CH:3]=1.[C:33]([O:37]C(N(C)C)N(C)C)(C)(C)C.CN(C)C=O, predict the reaction product. The product is: [CH2:1]([O:8][C:9]1[CH:14]=[CH:13][C:12]([CH2:15][CH2:16][NH:17][C:18](=[O:30])[C:19]([C:20]2[CH:29]=[CH:28][C:27]3[CH2:26][CH2:25][CH2:24][CH2:23][C:22]=3[CH:21]=2)=[CH:33][OH:37])=[CH:11][C:10]=1[O:31][CH3:32])[C:2]1[CH:3]=[CH:4][CH:5]=[CH:6][CH:7]=1. (2) Given the reactants [OH:1][C:2]([C:12]1[CH:17]=[CH:16][C:15]([O:18]CC2C=CC=CC=2)=[CH:14][CH:13]=1)([CH3:11])[CH2:3][NH:4][S:5]([CH:8]([CH3:10])[CH3:9])(=[O:7])=[O:6].[H][H], predict the reaction product. The product is: [OH:1][C:2]([C:12]1[CH:13]=[CH:14][C:15]([OH:18])=[CH:16][CH:17]=1)([CH3:11])[CH2:3][NH:4][S:5]([CH:8]([CH3:10])[CH3:9])(=[O:7])=[O:6]. (3) Given the reactants Cl.Cl.C[C@H]1CCCN1[C@@H]1CCNC1.C([N:21]1[CH2:26][CH2:25][CH:24]([N:27]2[CH2:31][CH2:30][CH2:29][C@@H:28]2[CH3:32])[CH2:23][CH2:22]1)(OC(C)(C)C)=O.S(C1C=CC(C)=CC=1)([O-])(=O)=O.C[C@H]1CCCN1, predict the reaction product. The product is: [CH3:32][C@H:28]1[CH2:29][CH2:30][CH2:31][N:27]1[CH:24]1[CH2:25][CH2:26][NH:21][CH2:22][CH2:23]1. (4) Given the reactants [Cl:1][C:2]1[CH:7]=[C:6]([C:8]2[CH:13]=[N:12][CH:11]=[C:10]([CH3:14])[N:9]=2)[CH:5]=[CH:4][C:3]=1[C:15]1[C:26](=[O:27])[N:25]([CH2:28][CH2:29][N:30]2[CH2:35][CH2:34][N:33]([CH:36]3[CH2:39][O:38][CH2:37]3)[CH2:32][CH2:31]2)[C:18]2[N:19]=[C:20](SC)[N:21]=[CH:22][C:17]=2[CH:16]=1.[CH2:40]([NH2:42])[CH3:41], predict the reaction product. The product is: [Cl:1][C:2]1[CH:7]=[C:6]([C:8]2[CH:13]=[N:12][CH:11]=[C:10]([CH3:14])[N:9]=2)[CH:5]=[CH:4][C:3]=1[C:15]1[C:26](=[O:27])[N:25]([CH2:28][CH2:29][N:30]2[CH2:35][CH2:34][N:33]([CH:36]3[CH2:39][O:38][CH2:37]3)[CH2:32][CH2:31]2)[C:18]2[N:19]=[C:20]([NH:42][CH2:40][CH3:41])[N:21]=[CH:22][C:17]=2[CH:16]=1.